Predict the reaction yield, written as a fraction of the theoretical maximum amount of product (1.0 means a 100% yield; for example, 0.34 means a 34% yield). From a dataset of Reaction yield outcomes from USPTO patents with 853,638 reactions. (1) The reactants are [C:1](=[O:6])([O:4][CH3:5])OC.[H-].[Na+].[F:9][C:10]1[CH:15]=[CH:14][C:13]([C:16](=[O:18])[CH3:17])=[CH:12][CH:11]=1.Cl. The catalyst is C1COCC1. The product is [CH3:5][O:4][C:1](=[O:6])[CH2:17][C:16]([C:13]1[CH:14]=[CH:15][C:10]([F:9])=[CH:11][CH:12]=1)=[O:18]. The yield is 0.730. (2) The reactants are [Si]([O:8][C@H:9]([C@H:39]1[CH2:43][C@@H:42]([O:44]CCC)[CH2:41][N:40]1C(OC(C)(C)C)=O)[C@@H:10]([NH:20][C:21](=O)[C:22]1[CH:27]=[CH:26][CH:25]=[C:24]([C:28]([N:30]2[CH2:34]CC[C@@H:31]2[CH2:35]OC)=[O:29])[CH:23]=1)[CH2:11][C:12]1[CH:17]=[C:16]([F:18])[CH:15]=[C:14]([F:19])[CH:13]=1)(C(C)(C)C)(C)C.[C:55]1([Mg]Br)[CH:60]=[CH:59][CH:58]=[CH:57][CH:56]=1.[OH2:63].[CH2:64]1COC[CH2:65]1. No catalyst specified. The product is [CH2:31]([N:30]([CH3:34])[C:28](=[O:29])[C:24]1[CH:25]=[CH:26][CH:27]=[C:22]([C:21]([NH:20][C@@H:10]([CH2:11][C:12]2[CH:17]=[C:16]([F:18])[CH:15]=[C:14]([F:19])[CH:13]=2)[C@H:9]([OH:8])[C@H:39]2[CH2:43][C:42]([OH:44])([C:55]3[CH:60]=[CH:59][CH:58]=[CH:57][CH:56]=3)[CH2:41][NH:40]2)=[O:63])[CH:23]=1)[CH2:35][CH2:64][CH3:65]. The yield is 0.420. (3) The reactants are [F:1][C:2]1[CH:27]=[CH:26][C:5]([O:6][C:7]2[CH:12]=[CH:11][CH:10]=[CH:9][C:8]=2[NH:13][C:14]([C:16]2[CH:25]=[CH:24][C:19]([C:20]([O:22][CH3:23])=[O:21])=[CH:18][CH:17]=2)=O)=[C:4]([O:28][CH3:29])[CH:3]=1. The catalyst is ClCCl.O. The product is [F:1][C:2]1[CH:3]=[C:4]([O:28][CH3:29])[C:5]2[O:6][C:7]3[CH:12]=[CH:11][CH:10]=[CH:9][C:8]=3[N:13]=[C:14]([C:16]3[CH:25]=[CH:24][C:19]([C:20]([O:22][CH3:23])=[O:21])=[CH:18][CH:17]=3)[C:26]=2[CH:27]=1. The yield is 0.0650. (4) The reactants are C[O:2][C:3](=[O:12])[CH2:4][S:5][C:6]1[CH:11]=[CH:10][CH:9]=[CH:8][N:7]=1.[OH-].[Na+]. The catalyst is CO. The product is [N:7]1[CH:8]=[CH:9][CH:10]=[CH:11][C:6]=1[S:5][CH2:4][C:3]([OH:12])=[O:2]. The yield is 0.950. (5) The reactants are [C:1]([CH2:3][C:4]1([N:17]2[CH:21]=[C:20]([C:22]3[N:27]4[CH:28]=[CH:29][N:30]=[C:26]4[CH:25]=[C:24]([C:31]4[CH:32]=[N:33][N:34]([CH3:36])[CH:35]=4)[N:23]=3)[CH:19]=[N:18]2)[CH2:9][CH2:8][N:7](C(OC(C)(C)C)=O)[CH2:6][CH2:5]1)#[N:2].C(Cl)[Cl:38].Cl.O1CCOCC1. No catalyst specified. The product is [ClH:38].[CH3:36][N:34]1[CH:35]=[C:31]([C:24]2[N:23]=[C:22]([C:20]3[CH:19]=[N:18][N:17]([C:4]4([CH2:3][C:1]#[N:2])[CH2:5][CH2:6][NH:7][CH2:8][CH2:9]4)[CH:21]=3)[N:27]3[CH:28]=[CH:29][N:30]=[C:26]3[CH:25]=2)[CH:32]=[N:33]1. The yield is 0.980. (6) The reactants are [CH2:1]([O:3][C:4]1[C:8]([CH2:9][CH2:10][CH2:11][OH:12])=[CH:7][N:6]([C:13]2[CH:18]=[CH:17][C:16]([C:19]([F:22])([F:21])[F:20])=[CH:15][N:14]=2)[N:5]=1)[CH3:2].O[C:24]1[CH:28]=[C:27]([CH2:29][CH2:30][C:31]([O:33]CC)=[O:32])[N:26]([CH3:36])[N:25]=1.C(P(CCCC)CCCC)CCC.N(C(N1CCCCC1)=O)=NC(N1CCCCC1)=O. The catalyst is O1CCCC1. The product is [CH2:1]([O:3][C:4]1[C:8]([CH2:9][CH2:10][CH2:11][O:12][C:24]2[CH:28]=[C:27]([CH2:29][CH2:30][C:31]([OH:33])=[O:32])[N:26]([CH3:36])[N:25]=2)=[CH:7][N:6]([C:13]2[CH:18]=[CH:17][C:16]([C:19]([F:21])([F:20])[F:22])=[CH:15][N:14]=2)[N:5]=1)[CH3:2]. The yield is 0.500.